From a dataset of Reaction yield outcomes from USPTO patents with 853,638 reactions. Predict the reaction yield, written as a fraction of the theoretical maximum amount of product (1.0 means a 100% yield; for example, 0.34 means a 34% yield). The reactants are [CH3:58][O:57][C:55](=[O:56])[NH:54][CH:47]([C:46](N1CCCC1C1NC(C2C=CC(C3C=CC(C4NC(C5CCCN5[C:46](=[O:59])[CH:47]([NH:54][C:55]([O:57][CH3:58])=[O:56])[CH2:48][CH2:49]C(F)(F)F)=NC=4)=CC=3)=CC=2)=CN=1)=[O:59])[CH2:48][CH2:49]C(F)(F)F.[CH3:61][O:62][C:63](=[O:108])[NH:64][CH:65]([C:74]([N:76]1[CH2:80][CH2:79][CH2:78][CH:77]1[C:81]1[NH:82][C:83]([C:86]2[CH:91]=[CH:90][C:89]([C:92]3[CH:97]=[CH:96][C:95]([C:98]4[NH:99][C:100]([CH:103]5[CH2:107][CH2:106][CH2:105][NH:104]5)=[N:101][CH:102]=4)=[CH:94][CH:93]=3)=[CH:88][CH:87]=2)=[CH:84][N:85]=1)=[O:75])[CH2:66][CH2:67][O:68][CH2:69][C:70]([F:73])([F:72])[F:71]. No catalyst specified. The yield is 0.270. The product is [CH3:58][O:57][C:55](=[O:56])[NH:54][CH:47]([C:46]([N:104]1[CH2:105][CH2:106][CH2:107][CH:103]1[C:100]1[NH:99][C:98]([C:95]2[CH:96]=[CH:97][C:92]([C:89]3[CH:90]=[CH:91][C:86]([C:83]4[NH:82][C:81]([CH:77]5[CH2:78][CH2:79][CH2:80][N:76]5[C:74](=[O:75])[CH:65]([NH:64][C:63]([O:62][CH3:61])=[O:108])[CH2:66][CH2:67][O:68][CH2:69][C:70]([F:73])([F:71])[F:72])=[N:85][CH:84]=4)=[CH:87][CH:88]=3)=[CH:93][CH:94]=2)=[CH:102][N:101]=1)=[O:59])[CH2:48][CH2:49][O:68][CH2:69][C:70]([F:73])([F:72])[F:71].